Dataset: Reaction yield outcomes from USPTO patents with 853,638 reactions. Task: Predict the reaction yield, written as a fraction of the theoretical maximum amount of product (1.0 means a 100% yield; for example, 0.34 means a 34% yield). (1) The reactants are [Cl:1][C:2]1[C:3]([O:24][C:25]2[CH:30]=[CH:29][N:28]=[C:27](Cl)[CH:26]=2)=[CH:4][C:5]([F:23])=[C:6]([NH:8][C:9]([N:11]2[CH2:15][CH2:14][N:13]([CH:16]3[CH2:21][CH2:20][O:19][CH2:18][CH2:17]3)[C:12]2=[O:22])=[O:10])[CH:7]=1.[C:32](=[O:39])([O:34][C:35]([CH3:38])([CH3:37])[CH3:36])[NH2:33].C([O-])([O-])=O.[Cs+].[Cs+].CC1(C)C2C(=C(P(C3C=CC=CC=3)C3C=CC=CC=3)C=CC=2)OC2C(P(C3C=CC=CC=3)C3C=CC=CC=3)=CC=CC1=2. The catalyst is O1CCOCC1.C1C=CC(/C=C/C(/C=C/C2C=CC=CC=2)=O)=CC=1.C1C=CC(/C=C/C(/C=C/C2C=CC=CC=2)=O)=CC=1.C1C=CC(/C=C/C(/C=C/C2C=CC=CC=2)=O)=CC=1.[Pd].[Pd]. The product is [Cl:1][C:2]1[CH:7]=[C:6]([NH:8][C:9]([N:11]2[CH2:15][CH2:14][N:13]([CH:16]3[CH2:21][CH2:20][O:19][CH2:18][CH2:17]3)[C:12]2=[O:22])=[O:10])[C:5]([F:23])=[CH:4][C:3]=1[O:24][C:25]1[CH:30]=[CH:29][N:28]=[C:27]([NH:33][C:32](=[O:39])[O:34][C:35]([CH3:38])([CH3:37])[CH3:36])[CH:26]=1. The yield is 1.13. (2) The reactants are [Cl:1][C:2]1[CH:7]=[C:6]([O:8][C:9]2[CH:10]=[N:11][C:12]([N+:16]([O-])=O)=[CH:13][C:14]=2[CH3:15])[CH:5]=[CH:4][N:3]=1.[Cl-].[NH4+]. The catalyst is C1COCC1.CO.[Zn]. The product is [Cl:1][C:2]1[CH:7]=[C:6]([O:8][C:9]2[C:14]([CH3:15])=[CH:13][C:12]([NH2:16])=[N:11][CH:10]=2)[CH:5]=[CH:4][N:3]=1. The yield is 1.03.